From a dataset of Reaction yield outcomes from USPTO patents with 853,638 reactions. Predict the reaction yield, written as a fraction of the theoretical maximum amount of product (1.0 means a 100% yield; for example, 0.34 means a 34% yield). (1) The yield is 0.710. The product is [CH3:34][C:24]1[CH:29]=[CH:28][C:27]([S:30]([NH:1][C:2]2[CH:7]=[CH:6][CH:5]=[CH:4][C:3]=2[NH:8][C:9]([NH:11][C:12]2[CH:17]=[CH:16][CH:15]=[CH:14][CH:13]=2)=[O:10])(=[O:32])=[O:31])=[CH:26][CH:25]=1. The catalyst is C(OCC)(=O)C. The reactants are [NH2:1][C:2]1[CH:7]=[CH:6][CH:5]=[CH:4][C:3]=1[NH:8][C:9]([NH:11][C:12]1[CH:17]=[CH:16][CH:15]=[CH:14][CH:13]=1)=[O:10].N1C=CC=CC=1.[C:24]1([CH3:34])[CH:29]=[CH:28][C:27]([S:30](Cl)(=[O:32])=[O:31])=[CH:26][CH:25]=1. (2) The reactants are [N:1]1[CH:6]=[CH:5][CH:4]=[CH:3][C:2]=1[C:7]1[C:8]([NH2:13])=[N:9][NH:10][C:11]=1[NH2:12].[CH3:14][O:15][CH2:16][N:17]1[C:25]2[C:20](=[CH:21][C:22]([C:26](=O)[CH2:27][C:28](OCC)=[O:29])=[CH:23][CH:24]=2)[CH:19]=[N:18]1. The catalyst is CCCCO.CC1C=CC(S(O)(=O)=O)=CC=1. The product is [NH2:12][C:11]1[C:7]([C:2]2[CH:3]=[CH:4][CH:5]=[CH:6][N:1]=2)=[C:8]2[NH:13][C:26]([C:22]3[CH:21]=[C:20]4[C:25](=[CH:24][CH:23]=3)[N:17]([CH2:16][O:15][CH3:14])[N:18]=[CH:19]4)=[CH:27][C:28](=[O:29])[N:9]2[N:10]=1. The yield is 0.600. (3) The catalyst is CO. The product is [CH2:3]([C:5]1[CH:6]=[CH:7][C:8]([C:11]([N:13]2[CH2:18][CH2:17][CH:16]([C:19]([OH:21])=[O:20])[CH2:15][CH2:14]2)=[O:12])=[CH:9][CH:10]=1)[CH3:4]. The yield is 0.910. The reactants are [OH-].[Na+].[CH2:3]([C:5]1[CH:10]=[CH:9][C:8]([C:11]([N:13]2[CH2:18][CH2:17][CH:16]([C:19]([O:21]CC)=[O:20])[CH2:15][CH2:14]2)=[O:12])=[CH:7][CH:6]=1)[CH3:4]. (4) The reactants are N(C(N1CCCCC1)=O)=NC(N1CCCCC1)=O.[CH3:19][C:20]1([CH3:32])[C:24]([CH3:26])([CH3:25])[O:23][B:22]([C:27]2[CH:28]=[N:29][NH:30][CH:31]=2)[O:21]1.O[CH2:34][CH:35]1[CH2:40][CH2:39][N:38]([C:41]([O:43][C:44]([CH3:47])([CH3:46])[CH3:45])=[O:42])[CH2:37][CH2:36]1.C(P(CCCC)CCCC)CCC. The catalyst is C1COCC1. The product is [CH3:19][C:20]1([CH3:32])[C:24]([CH3:25])([CH3:26])[O:23][B:22]([C:27]2[CH:31]=[N:30][N:29]([CH2:34][CH:35]3[CH2:40][CH2:39][N:38]([C:41]([O:43][C:44]([CH3:45])([CH3:47])[CH3:46])=[O:42])[CH2:37][CH2:36]3)[CH:28]=2)[O:21]1. The yield is 0.550.